From a dataset of Full USPTO retrosynthesis dataset with 1.9M reactions from patents (1976-2016). Predict the reactants needed to synthesize the given product. (1) The reactants are: Cl.Cl.[O:3]1[C:8]2=[CH:9][CH:10]=[CH:11][C:7]2=[CH:6][C:5]([CH:12]2[CH2:17][CH2:16][CH2:15][CH2:14][N:13]2[CH2:18][CH2:19][C@H:20]2[CH2:25][CH2:24][C@H:23]([NH2:26])[CH2:22][CH2:21]2)=[CH:4]1.[CH2:27]([S:29](Cl)(=[O:31])=[O:30])[CH3:28]. Given the product [O:3]1[C:8]2=[CH:9][CH:10]=[CH:11][C:7]2=[CH:6][C:5]([CH:12]2[CH2:17][CH2:16][CH2:15][CH2:14][N:13]2[CH2:18][CH2:19][C@H:20]2[CH2:21][CH2:22][C@H:23]([NH:26][S:29]([CH2:27][CH3:28])(=[O:31])=[O:30])[CH2:24][CH2:25]2)=[CH:4]1, predict the reactants needed to synthesize it. (2) Given the product [OH:4][CH2:3][C:5]1[N:10]=[C:9]([C:11]2[CH:12]=[C:13]([CH:23]=[CH:24][CH:25]=2)[CH2:14][NH:15][C:16](=[O:22])[O:17][C:18]([CH3:21])([CH3:20])[CH3:19])[CH:8]=[CH:7][CH:6]=1, predict the reactants needed to synthesize it. The reactants are: [BH4-].[Na+].[CH:3]([C:5]1[N:10]=[C:9]([C:11]2[CH:12]=[C:13]([CH:23]=[CH:24][CH:25]=2)[CH2:14][NH:15][C:16](=[O:22])[O:17][C:18]([CH3:21])([CH3:20])[CH3:19])[CH:8]=[CH:7][CH:6]=1)=[O:4].